From a dataset of Full USPTO retrosynthesis dataset with 1.9M reactions from patents (1976-2016). Predict the reactants needed to synthesize the given product. (1) Given the product [Cl:13][C:14]1[C:15]([CH:6]([C:5]2[CH:8]=[CH:9][CH:10]=[CH:11][C:4]=2[O:3][CH:2]([F:12])[F:1])[OH:7])=[N:16][C:17]([S:20][CH3:21])=[N:18][CH:19]=1, predict the reactants needed to synthesize it. The reactants are: [F:1][CH:2]([F:12])[O:3][C:4]1[CH:11]=[CH:10][CH:9]=[CH:8][C:5]=1[CH:6]=[O:7].[Cl:13][C:14]1[C:15](C(O)=O)=[N:16][C:17]([S:20][CH3:21])=[N:18][CH:19]=1. (2) Given the product [C:2]1([CH3:1])[CH:7]=[CH:6][CH:5]=[C:4]([CH2:8][CH2:9][NH2:10])[CH:3]=1, predict the reactants needed to synthesize it. The reactants are: [CH3:1][C:2]1[CH:7]=[CH:6][CH:5]=[C:4](/[CH:8]=[CH:9]/[N+:10]([O-])=O)[CH:3]=1.[Li+].[BH4-].C[Si](Cl)(C)C. (3) Given the product [Cl:15][C:16]1[CH:24]=[C:23]([C:25]([N:26]([CH3:28])[CH3:27])=[O:29])[CH:22]=[CH:21][C:17]=1[C:18]([NH:6][C:5]1[CH:7]=[CH:8][C:2]([Cl:1])=[C:3]([C:9]2[CH:14]=[CH:13][CH:12]=[CH:11][N:10]=2)[CH:4]=1)=[O:19], predict the reactants needed to synthesize it. The reactants are: [Cl:1][C:2]1[CH:8]=[CH:7][C:5]([NH2:6])=[CH:4][C:3]=1[C:9]1[CH:14]=[CH:13][CH:12]=[CH:11][N:10]=1.[Cl:15][C:16]1[CH:24]=[C:23]([C:25](=[O:29])[N:26]([CH3:28])[CH3:27])[CH:22]=[CH:21][C:17]=1[C:18](O)=[O:19]. (4) Given the product [CH2:1]([O:8][C:9](=[O:19])[NH:10][C@@H:11]([CH3:12])[C:13]([C:21]1[CH:26]=[CH:25][C:24]([Cl:27])=[CH:23][CH:22]=1)=[O:18])[C:2]1[CH:3]=[CH:4][CH:5]=[CH:6][CH:7]=1, predict the reactants needed to synthesize it. The reactants are: [CH2:1]([O:8][C:9](=[O:19])[NH:10][C@H:11]([C:13](=[O:18])N(OC)C)[CH3:12])[C:2]1[CH:7]=[CH:6][CH:5]=[CH:4][CH:3]=1.Br[C:21]1[CH:26]=[CH:25][C:24]([Cl:27])=[CH:23][CH:22]=1.C([Mg]Cl)(C)C.Cl. (5) Given the product [C:24]([NH:28][C:20]([C:18]1[N:19]=[C:15]([CH2:14][N:11]2[CH2:10][CH2:9][N:8]([C:6]([O:5][C:1]([CH3:2])([CH3:4])[CH3:3])=[O:7])[CH2:13][CH2:12]2)[S:16][CH:17]=1)=[O:22])([CH3:27])([CH3:26])[CH3:25], predict the reactants needed to synthesize it. The reactants are: [C:1]([O:5][C:6]([N:8]1[CH2:13][CH2:12][N:11]([CH2:14][C:15]2[S:16][CH:17]=[C:18]([C:20]([O-:22])=O)[N:19]=2)[CH2:10][CH2:9]1)=[O:7])([CH3:4])([CH3:3])[CH3:2].[Na+].[C:24]([NH2:28])([CH3:27])([CH3:26])[CH3:25].C(N(CC)CC)C.CCCP1(OP(CCC)(=O)OP(CCC)(=O)O1)=O.